Dataset: Full USPTO retrosynthesis dataset with 1.9M reactions from patents (1976-2016). Task: Predict the reactants needed to synthesize the given product. (1) Given the product [Cl:1][C:2]1[CH:3]=[C:4]([C:9]2([C:21]([F:22])([F:24])[F:23])[O:13][N:12]=[C:11]([C:14]3[CH:15]=[C:16]([NH:17][C:28](=[O:29])[C:27]4[CH:31]=[CH:32][CH:33]=[N:34][C:26]=4[Cl:25])[CH:18]=[CH:19][CH:20]=3)[CH2:10]2)[CH:5]=[C:6]([Cl:8])[CH:7]=1, predict the reactants needed to synthesize it. The reactants are: [Cl:1][C:2]1[CH:3]=[C:4]([C:9]2([C:21]([F:24])([F:23])[F:22])[O:13][N:12]=[C:11]([C:14]3[CH:15]=[C:16]([CH:18]=[CH:19][CH:20]=3)[NH2:17])[CH2:10]2)[CH:5]=[C:6]([Cl:8])[CH:7]=1.[Cl:25][C:26]1[N:34]=[CH:33][CH:32]=[CH:31][C:27]=1[C:28](Cl)=[O:29].C(N(CC)CC)C.O. (2) Given the product [C:1]([N:4]1[C:12]2[C:7](=[CH:8][CH:9]=[C:10]([Cl:13])[CH:11]=2)[C:6](=[C:14]([O:24][CH3:26])[C:15]2[CH:20]=[CH:19][C:18]3[O:21][CH2:22][O:23][C:17]=3[CH:16]=2)[C:5]1=[O:25])(=[O:3])[CH3:2], predict the reactants needed to synthesize it. The reactants are: [C:1]([N:4]1[C:12]2[C:7](=[CH:8][CH:9]=[C:10]([Cl:13])[CH:11]=2)[C:6](=[C:14]([OH:24])[C:15]2[CH:20]=[CH:19][C:18]3[O:21][CH2:22][O:23][C:17]=3[CH:16]=2)[C:5]1=[O:25])(=[O:3])[CH3:2].[CH2:26](N(C(C)C)C(C)C)C.F[B-](F)(F)F.C[O+](C)C. (3) Given the product [C:27]([O:31][C:32]([N:34]1[CH2:39][CH2:38][CH2:37][CH:36]([CH2:40][NH:41][C:24]([C:21]2[C:17]3[N:18]=[CH:19][N:20]=[C:15]([C:7]4[C:8]5[O:12][CH2:11][O:10][C:9]=5[CH:13]=[CH:14][C:6]=4[O:5][CH2:4][CH:1]4[CH2:2][CH2:3]4)[C:16]=3[NH:23][CH:22]=2)=[O:26])[CH2:35]1)=[O:33])([CH3:30])([CH3:29])[CH3:28], predict the reactants needed to synthesize it. The reactants are: [CH:1]1([CH2:4][O:5][C:6]2[CH:14]=[CH:13][C:9]3[O:10][CH2:11][O:12][C:8]=3[C:7]=2[C:15]2[C:16]3[NH:23][CH:22]=[C:21]([C:24]([OH:26])=O)[C:17]=3[N:18]=[CH:19][N:20]=2)[CH2:3][CH2:2]1.[C:27]([O:31][C:32]([N:34]1[CH2:39][CH2:38][CH2:37][CH:36]([CH2:40][NH2:41])[CH2:35]1)=[O:33])([CH3:30])([CH3:29])[CH3:28].